Dataset: Catalyst prediction with 721,799 reactions and 888 catalyst types from USPTO. Task: Predict which catalyst facilitates the given reaction. (1) The catalyst class is: 247. Product: [Br:1][C:2]1[CH:7]=[CH:6][C:5]([F:8])=[C:4]([C@:19]23[CH2:20][O:21][CH2:22][CH2:23][C@H:18]2[CH2:17][O:16][NH:15]3)[CH:3]=1. Reactant: [Br:1][C:2]1[CH:7]=[CH:6][C:5]([F:8])=[C:4](Br)[CH:3]=1.C([Li])CCC.[N:15]1[O:16][CH2:17][CH:18]2[CH2:23][CH2:22][O:21][CH2:20][C:19]=12. (2) Reactant: Br[C:2]1[CH:14]=[CH:13][C:5]([O:6]C2CCCCO2)=[CH:4][C:3]=1[CH:15]([O:17]C1CCCCO1)[CH3:16].[Li]CCCC.[B:29](OC(C)C)(OC(C)C)[O:30]C(C)C.Cl. Product: [CH3:16][CH:15]1[O:17][B:29]([OH:30])[C:2]2[CH:14]=[CH:13][C:5]([OH:6])=[CH:4][C:3]1=2. The catalyst class is: 1. (3) Reactant: [CH3:1][N:2]1[CH2:11][CH:10]([C:12]2[CH:17]=[CH:16][C:15]([S:18][CH3:19])=[CH:14][CH:13]=2)[C:9]2[C:4](=[CH:5][C:6]([O:20][CH2:21][CH2:22][CH2:23][N:24]3[CH2:29][CH2:28][O:27][CH2:26][CH2:25]3)=[CH:7][CH:8]=2)[CH2:3]1.I(C1C=CC=CC=1C(OC(C)C)=O)(=O)=[O:31]. The catalyst class is: 18. Product: [CH3:19][S:18]([C:15]1[CH:14]=[CH:13][C:12]([CH:10]2[C:9]3[C:4](=[CH:5][C:6]([O:20][CH2:21][CH2:22][CH2:23][N:24]4[CH2:25][CH2:26][O:27][CH2:28][CH2:29]4)=[CH:7][CH:8]=3)[CH2:3][N:2]([CH3:1])[CH2:11]2)=[CH:17][CH:16]=1)=[O:31].